Dataset: Reaction yield outcomes from USPTO patents with 853,638 reactions. Task: Predict the reaction yield, written as a fraction of the theoretical maximum amount of product (1.0 means a 100% yield; for example, 0.34 means a 34% yield). (1) The catalyst is CC(O)C. The yield is 0.750. The reactants are [ClH:1].[CH:2]([N:5]1[CH:9]=[C:8]([S:10]([C:13]2[CH:23]=[CH:22][C:16]([CH2:17][NH:18]C(=O)C)=[CH:15][CH:14]=2)(=[O:12])=[O:11])[CH:7]=[N:6]1)([CH3:4])[CH3:3]. The product is [ClH:1].[CH:2]([N:5]1[CH:9]=[C:8]([S:10]([C:13]2[CH:23]=[CH:22][C:16]([CH2:17][NH2:18])=[CH:15][CH:14]=2)(=[O:12])=[O:11])[CH:7]=[N:6]1)([CH3:4])[CH3:3]. (2) The reactants are C1CCN2C(=NCCC2)CC1.CN(C)C(N(C)C)=N.[CH2:20]([OH:30])[CH2:21][CH2:22][CH2:23][CH2:24][CH2:25][CH2:26][CH2:27][CH2:28][OH:29].[N+:31]([C:34]1[CH:41]=[CH:40][CH:39]=[C:38]([N+]([O-])=O)[C:35]=1[C:36]#[N:37])([O-:33])=[O:32]. No catalyst specified. The product is [OH:30][CH2:20][CH2:21][CH2:22][CH2:23][CH2:24][CH2:25][CH2:26][CH2:27][CH2:28][O:29][C:38]1[CH:39]=[CH:40][CH:41]=[C:34]([N+:31]([O-:33])=[O:32])[C:35]=1[C:36]#[N:37]. The yield is 0.307.